Task: Predict the reactants needed to synthesize the given product.. Dataset: Full USPTO retrosynthesis dataset with 1.9M reactions from patents (1976-2016) (1) Given the product [C:13]1([C:23]2[NH:5][N:6]=[C:7]([NH2:9])[N:8]=2)[C:22]2[C:17](=[CH:18][CH:19]=[CH:20][CH:21]=2)[CH:16]=[CH:15][CH:14]=1, predict the reactants needed to synthesize it. The reactants are: [N+]([O-])(O)=O.[NH2:5][NH:6][C:7]([NH2:9])=[NH:8].C[O-].[Na+].[C:13]1([C:23](OC)=O)[C:22]2[C:17](=[CH:18][CH:19]=[CH:20][CH:21]=2)[CH:16]=[CH:15][CH:14]=1.Cl. (2) Given the product [NH2:1][C:2]1[C:3]([C:16]([NH:41][C:42]2[S:43][C:44]([CH3:47])=[CH:45][N:46]=2)=[O:18])=[N:4][C:5]([CH2:8][N:9]2[C:14](=[O:15])[CH:13]=[CH:12][CH:11]=[N:10]2)=[CH:6][N:7]=1, predict the reactants needed to synthesize it. The reactants are: [NH2:1][C:2]1[C:3]([C:16]([OH:18])=O)=[N:4][C:5]([CH2:8][N:9]2[C:14](=[O:15])[CH:13]=[CH:12][CH:11]=[N:10]2)=[CH:6][N:7]=1.Cl.CN(C)CCCN=C=NCC.ON1C2C=CC=CC=2N=N1.[NH2:41][C:42]1[S:43][C:44]([CH3:47])=[CH:45][N:46]=1. (3) Given the product [NH2:13][CH2:12][C:11]1[N:10]([C:24]2[CH:25]=[CH:26][C:27]([C:30]([NH:32][CH2:33][CH3:34])=[O:31])=[CH:28][CH:29]=2)[N:9]=[N:8][C:7]=1[C:5]([NH:4][CH:1]1[CH2:3][CH2:2]1)=[O:6], predict the reactants needed to synthesize it. The reactants are: [CH:1]1([NH:4][C:5]([C:7]2[N:8]=[N:9][N:10]([C:24]3[CH:29]=[CH:28][C:27]([C:30]([NH:32][CH2:33][CH3:34])=[O:31])=[CH:26][CH:25]=3)[C:11]=2[CH2:12][N:13]2C(=O)C3C(=CC=CC=3)C2=O)=[O:6])[CH2:3][CH2:2]1.O.NN. (4) Given the product [NH2:1][C:2]1[C:3]([C:10]([O:12][CH3:13])=[O:11])=[N:4][C:5]([C:16]2[C:15]([F:14])=[CH:20][CH:19]=[CH:18][C:17]=2[F:21])=[C:6]([F:8])[CH:7]=1, predict the reactants needed to synthesize it. The reactants are: [NH2:1][C:2]1[C:3]([C:10]([O:12][CH3:13])=[O:11])=[N:4][C:5](Br)=[C:6]([F:8])[CH:7]=1.[F:14][C:15]1[CH:20]=[CH:19][CH:18]=[C:17]([F:21])[C:16]=1B(O)O. (5) Given the product [CH3:1][S:2]([C:5]1[CH:6]=[CH:7][C:8]([CH2:9][NH:10][C:11]([C:13]2[C:18](=[O:19])[N:17]([C:20]3[CH:25]=[CH:24][CH:23]=[C:22]([C:26]([F:28])([F:29])[F:27])[CH:21]=3)[C:16]([CH3:30])=[C:15]([NH2:38])[CH:14]=2)=[O:12])=[CH:34][CH:35]=1)(=[O:3])=[O:4], predict the reactants needed to synthesize it. The reactants are: [CH3:1][S:2]([C:5]1[CH:35]=[CH:34][C:8]([CH2:9][NH:10][C:11]([C:13]2[C:18](=[O:19])[N:17]([C:20]3[CH:25]=[CH:24][CH:23]=[C:22]([C:26]([F:29])([F:28])[F:27])[CH:21]=3)[C:16]([CH3:30])=[C:15](C(O)=O)[CH:14]=2)=[O:12])=[CH:7][CH:6]=1)(=[O:4])=[O:3].C([N:38](CC)CC)C.C1(P(N=[N+]=[N-])(C2C=CC=CC=2)=O)C=CC=CC=1. (6) Given the product [F:28][C:17]1[CH:16]=[CH:15][C:14]([C:8]2[C:7]3[C:12](=[N:13][C:4]([C:1]([OH:3])([CH3:29])[CH3:2])=[CH:5][CH:6]=3)[N:11]=[CH:10][CH:9]=2)=[CH:19][C:18]=1[C:20]1[C:21]([C:26]#[N:27])=[CH:22][CH:23]=[CH:24][CH:25]=1, predict the reactants needed to synthesize it. The reactants are: [C:1]([C:4]1[N:13]=[C:12]2[C:7]([C:8]([C:14]3[CH:15]=[CH:16][C:17]([F:28])=[C:18]([C:20]4[C:21]([C:26]#[N:27])=[CH:22][CH:23]=[CH:24][CH:25]=4)[CH:19]=3)=[CH:9][CH:10]=[N:11]2)=[CH:6][CH:5]=1)(=[O:3])[CH3:2].[CH3:29][Mg]Br.[NH4+].[Cl-]. (7) Given the product [CH2:12]([C:11]([C:16]1[CH:24]=[CH:23][C:19]([C:20]([NH:32][CH2:33][CH2:34][S:35]([CH3:38])(=[O:37])=[O:36])=[O:21])=[C:18]([CH3:25])[CH:17]=1)([C:8]1[CH:9]=[CH:10][C:5]([O:4][CH2:3][CH:2]([OH:1])[C:27]([CH3:30])([CH3:28])[CH3:29])=[C:6]([CH3:26])[CH:7]=1)[CH2:14][CH3:15])[CH3:13], predict the reactants needed to synthesize it. The reactants are: [OH:1][CH:2]([C:27]([CH3:30])([CH3:29])[CH3:28])[CH2:3][O:4][C:5]1[CH:10]=[CH:9][C:8]([C:11]([C:16]2[CH:24]=[CH:23][C:19]([C:20](O)=[O:21])=[C:18]([CH3:25])[CH:17]=2)([CH2:14][CH3:15])[CH2:12][CH3:13])=[CH:7][C:6]=1[CH3:26].Cl.[NH2:32][CH2:33][CH2:34][S:35]([CH3:38])(=[O:37])=[O:36].C1C=CC2N(O)N=NC=2C=1.CCN(CC)CC.CCN=C=NCCCN(C)C. (8) Given the product [Cl:1][C:2]1[C:3]([CH:21]=[O:22])=[C:4]([F:10])[C:5]([O:8][CH3:9])=[CH:6][CH:7]=1, predict the reactants needed to synthesize it. The reactants are: [Cl:1][C:2]1[CH:7]=[CH:6][C:5]([O:8][CH3:9])=[C:4]([F:10])[CH:3]=1.C([N-]C(C)C)(C)C.[Li+].CN(C)[CH:21]=[O:22]. (9) Given the product [N+:18]([C:15]1[CH:16]=[CH:17][C:12]([O:11][C:8]2[CH:9]=[CH:10][C:5]([N:4]([CH2:21][C:22]([N:43]3[CH2:44][CH2:45][N:40]([CH2:30][C:31]4[CH:39]=[CH:38][C:37]5[O:36][CH2:35][O:34][C:33]=5[CH:32]=4)[CH2:41][CH2:42]3)=[O:23])[C:1](=[O:3])[CH3:2])=[CH:6][CH:7]=2)=[N:13][CH:14]=1)([O-:20])=[O:19], predict the reactants needed to synthesize it. The reactants are: [C:1]([N:4]([CH2:21][C:22](OCC)=[O:23])[C:5]1[CH:10]=[CH:9][C:8]([O:11][C:12]2[CH:17]=[CH:16][C:15]([N+:18]([O-:20])=[O:19])=[CH:14][N:13]=2)=[CH:7][CH:6]=1)(=[O:3])[CH3:2].[OH-].[Na+].Cl.[CH2:30]([N:40]1[CH2:45][CH2:44][NH:43][CH2:42][CH2:41]1)[C:31]1[CH:39]=[CH:38][C:37]2[O:36][CH2:35][O:34][C:33]=2[CH:32]=1.C(N(CC)CC)C.C(P(=O)(OCC)OCC)#N.